From a dataset of Full USPTO retrosynthesis dataset with 1.9M reactions from patents (1976-2016). Predict the reactants needed to synthesize the given product. (1) Given the product [CH:7]1([C:10]([OH:20])([C:14]#[CH:15])[CH2:11][O:12][CH3:13])[CH2:9][CH2:8]1, predict the reactants needed to synthesize it. The reactants are: C(=O)([O-])[O-].[K+].[K+].[CH:7]1([C:10]([OH:20])([C:14]#[C:15][Si](C)(C)C)[CH2:11][O:12][CH3:13])[CH2:9][CH2:8]1. (2) Given the product [Cl:1][C:2]1[NH:10][C:9]2[C:8](=[O:11])[N:7]([CH2:12][CH2:13][CH2:14][C:15]3[O:31][N:32]=[C:33]([C@H:35]4[CH2:37][C@@H:36]4[C:38]4[CH:43]=[CH:42][CH:41]=[CH:40][CH:39]=4)[N:34]=3)[C:6](=[O:21])[N:5]([CH2:22][CH2:23][CH2:24][CH2:25][CH3:26])[C:4]=2[N:3]=1, predict the reactants needed to synthesize it. The reactants are: [Cl:1][C:2]1[NH:10][C:9]2[C:8](=[O:11])[N:7]([CH2:12][CH2:13][CH2:14][CH2:15]C(OCC)=O)[C:6](=[O:21])[N:5]([CH2:22][CH2:23][CH2:24][CH2:25][CH3:26])[C:4]=2[N:3]=1.CC[O-].[Na+].[OH:31][NH:32][C:33]([C@H:35]1[CH2:37][C@@H:36]1[C:38]1[CH:43]=[CH:42][CH:41]=[CH:40][CH:39]=1)=[NH:34]. (3) Given the product [CH3:15][N:16]1[CH2:21][CH2:20][N:19]([S:11]([C:7]2[CH:8]=[C:9]3[C:4](=[CH:5][CH:6]=2)[NH:3][C:2](=[O:1])[CH2:10]3)(=[O:13])=[O:12])[CH2:18][CH2:17]1, predict the reactants needed to synthesize it. The reactants are: [O:1]=[C:2]1[CH2:10][C:9]2[C:4](=[CH:5][CH:6]=[C:7]([S:11](Cl)(=[O:13])=[O:12])[CH:8]=2)[NH:3]1.[CH3:15][N:16]1[CH2:21][CH2:20][NH:19][CH2:18][CH2:17]1. (4) Given the product [CH3:16][C:6]1[CH:5]=[C:4]([C:17]2[CH:18]=[CH:19][CH:20]=[CH:21][CH:22]=2)[CH:3]=[C:2]([CH3:1])[C:7]=1[C:8]1[C:9](=[O:15])[CH:10]([CH:38]([OH:39])[CH:35]2[CH2:36][CH2:37][O:33][CH2:34]2)[CH2:11][C:12]=1[O:13][CH3:14], predict the reactants needed to synthesize it. The reactants are: [CH3:1][C:2]1[CH:3]=[C:4]([C:17]2[CH:22]=[CH:21][CH:20]=[CH:19][CH:18]=2)[CH:5]=[C:6]([CH3:16])[C:7]=1[C:8]1[C:9](=[O:15])[CH2:10][CH2:11][C:12]=1[O:13][CH3:14].C[Si]([N-][Si](C)(C)C)(C)C.[Li+].[O:33]1[CH2:37][CH2:36][CH:35]([CH:38]=[O:39])[CH2:34]1. (5) Given the product [C@H:1]1([NH:10][CH:13]=[CH:14][CH:15]=[C:16]([C:17]([O:19][CH3:20])=[O:18])[C:21]([O:23][CH3:24])=[O:22])[C:9]2[C:4](=[CH:5][CH:6]=[CH:7][CH:8]=2)[CH2:3][CH2:2]1, predict the reactants needed to synthesize it. The reactants are: [C@H:1]1([NH2:10])[C:9]2[C:4](=[CH:5][CH:6]=[CH:7][CH:8]=2)[CH2:3][CH2:2]1.CO[CH:13]=[CH:14][CH:15]=[C:16]([C:21]([O:23][CH3:24])=[O:22])[C:17]([O:19][CH3:20])=[O:18]. (6) Given the product [N:28]1([S:25]([C:22]2[CH:23]=[CH:24][C:19]([C:18]3[CH:17]=[CH:16][N:15]=[C:14]4[NH:10][C:11]([CH2:33][NH2:34])=[CH:12][C:13]=34)=[CH:20][CH:21]=2)(=[O:27])=[O:26])[CH2:32][CH2:31][CH2:30][CH2:29]1, predict the reactants needed to synthesize it. The reactants are: C1(S([N:10]2[C:14]3=[N:15][CH:16]=[CH:17][C:18]([C:19]4[CH:24]=[CH:23][C:22]([S:25]([N:28]5[CH2:32][CH2:31][CH2:30][CH2:29]5)(=[O:27])=[O:26])=[CH:21][CH:20]=4)=[C:13]3[CH:12]=[C:11]2[CH2:33][NH2:34])(=O)=O)C=CC=CC=1.[OH-].[Na+].O.Cl.